This data is from Reaction yield outcomes from USPTO patents with 853,638 reactions. The task is: Predict the reaction yield, written as a fraction of the theoretical maximum amount of product (1.0 means a 100% yield; for example, 0.34 means a 34% yield). (1) The reactants are [C:1]([O:7][CH2:8][N:9]1[C:13]2[N:14]=[CH:15][N:16]=[C:17]([C:18]3[CH:19]=[N:20][N:21]([C@@H:23]([CH:28]4[CH2:32][CH2:31][CH2:30][CH2:29]4)[CH2:24][C:25]([NH2:27])=O)[CH:22]=3)[C:12]=2[CH:11]=[CH:10]1)(=[O:6])[C:2]([CH3:5])([CH3:4])[CH3:3].CN(C)C=O.C(N(CC)CC)C.ClC(Cl)(Cl)C(Cl)=O. The catalyst is [Cl-].[Na+].O.C(OCC)(=O)C. The product is [C:1]([O:7][CH2:8][N:9]1[C:13]2[N:14]=[CH:15][N:16]=[C:17]([C:18]3[CH:19]=[N:20][N:21]([C@@H:23]([CH:28]4[CH2:32][CH2:31][CH2:30][CH2:29]4)[CH2:24][C:25]#[N:27])[CH:22]=3)[C:12]=2[CH:11]=[CH:10]1)(=[O:6])[C:2]([CH3:4])([CH3:5])[CH3:3]. The yield is 0.702. (2) The product is [F:25][C:26]1[CH:34]=[CH:33][C:32]([F:35])=[CH:31][C:27]=1[C:28]1[O:15][N:14]=[C:13]([CH2:12][N:8]2[C:9]3[C:5](=[C:4]([C:21]([F:24])([F:23])[F:22])[C:3]([C:1]#[N:2])=[CH:11][CH:10]=3)[CH:6]=[C:7]2[CH2:18][CH2:19][CH3:20])[N:16]=1. The reactants are [C:1]([C:3]1[C:4]([C:21]([F:24])([F:23])[F:22])=[C:5]2[C:9](=[CH:10][CH:11]=1)[N:8]([CH2:12]/[C:13](=[N:16]/[H])/[NH:14][OH:15])[C:7]([CH2:18][CH2:19][CH3:20])=[CH:6]2)#[N:2].[F:25][C:26]1[CH:34]=[CH:33][C:32]([F:35])=[CH:31][C:27]=1[C:28](Cl)=O.C(N(CC)C(C)C)(C)C. The catalyst is C(#N)C. The yield is 0.420.